Task: Predict the product of the given reaction.. Dataset: Forward reaction prediction with 1.9M reactions from USPTO patents (1976-2016) (1) Given the reactants [NH2:1][C:2]1[C:3]([C:12]([OH:14])=[O:13])=[CH:4][C:5]2[C:10]([CH:11]=1)=[CH:9][CH:8]=[CH:7][CH:6]=2.[N:15]([O-])=O.[Na+].Cl[Sn]Cl.O, predict the reaction product. The product is: [NH:1]([C:2]1[C:3]([C:12]([OH:14])=[O:13])=[CH:4][C:5]2[C:10]([CH:11]=1)=[CH:9][CH:8]=[CH:7][CH:6]=2)[NH2:15]. (2) Given the reactants [Cl:1][C:2]1[C:7]([Cl:8])=[CH:6][CH:5]=[CH:4][C:3]=1[OH:9].[C:10](Cl)(=[O:13])[CH2:11][CH3:12].Cl, predict the reaction product. The product is: [C:10]([O:9][C:3]1[CH:4]=[CH:5][CH:6]=[C:7]([Cl:8])[C:2]=1[Cl:1])(=[O:13])[CH2:11][CH3:12]. (3) Given the reactants [Cl:1][C:2]1[CH:3]=[C:4]([NH:8][C:9]2[N:14]=[C:13]([C:15]3[CH:20]=[CH:19][N:18]=[C:17]([NH:21][CH2:22][CH2:23][CH2:24][NH2:25])[C:16]=3[CH3:26])[CH:12]=[CH:11][N:10]=2)[CH:5]=[CH:6][CH:7]=1.[C:27](OC(=O)C)(=[O:29])[CH3:28], predict the reaction product. The product is: [Cl:1][C:2]1[CH:3]=[C:4]([NH:8][C:9]2[N:14]=[C:13]([C:15]3[CH:20]=[CH:19][N:18]=[C:17]([NH:21][CH2:22][CH2:23][CH2:24][NH:25][C:27](=[O:29])[CH3:28])[C:16]=3[CH3:26])[CH:12]=[CH:11][N:10]=2)[CH:5]=[CH:6][CH:7]=1. (4) Given the reactants N#N.[NH:3]1[C:7]2[CH:8]=[CH:9][CH:10]=[CH:11][C:6]=2[N:5]=[C:4]1[CH:12]([NH:24]C(=O)OC(C)(C)C)[CH2:13][C:14]1[CH:19]=[CH:18][C:17]([O:20][CH3:21])=[C:16]([F:22])[C:15]=1[F:23].Cl, predict the reaction product. The product is: [NH:3]1[C:7]2[CH:8]=[CH:9][CH:10]=[CH:11][C:6]=2[N:5]=[C:4]1[CH:12]([NH2:24])[CH2:13][C:14]1[CH:19]=[CH:18][C:17]([O:20][CH3:21])=[C:16]([F:22])[C:15]=1[F:23].